Predict the reaction yield, written as a fraction of the theoretical maximum amount of product (1.0 means a 100% yield; for example, 0.34 means a 34% yield). From a dataset of Reaction yield outcomes from USPTO patents with 853,638 reactions. (1) The reactants are C[O:2][C:3]1[CH:8]=[CH:7][C:6]([CH:9]=[CH:10][C:11]2[N:16]=[C:15]([NH2:17])[CH:14]=[CH:13][CH:12]=2)=[CH:5][CH:4]=1.B(Br)(Br)Br. The catalyst is C(Cl)Cl. The product is [NH2:17][C:15]1[N:16]=[C:11]([CH:10]=[CH:9][C:6]2[CH:5]=[CH:4][C:3]([OH:2])=[CH:8][CH:7]=2)[CH:12]=[CH:13][CH:14]=1. The yield is 0.250. (2) The reactants are N[C:2]1[C:7]([CH:8]=[O:9])=[CH:6][C:5]([Br:10])=[CH:4][N:3]=1.[CH3:11][Mg]Br.C(O[CH2:17][CH3:18])C.[Cl-].[NH4+].[CH2:21]1[CH2:25]OC[CH2:22]1. No catalyst specified. The product is [NH2:3][C:2]1[CH:11]=[CH:4][C:5]([Br:10])=[CH:6][C:7]=1[CH:8]([CH:18]1[CH2:17][CH2:25][CH2:21][CH2:22]1)[OH:9]. The yield is 0.500. (3) The reactants are [H-].[Na+].[C:3]([NH:6][C:7]1[C:8]([NH:32][C:33](=[O:36])[CH2:34]Cl)=[C:9]([C:13]2[NH:14][C:15]3[C:20]([C:21]=2[CH:22]2[CH2:27][CH2:26][CH2:25][CH2:24][CH2:23]2)=[CH:19][CH:18]=[C:17]([C:28]([O:30][CH3:31])=[O:29])[CH:16]=3)[CH:10]=[CH:11][CH:12]=1)(=[O:5])[CH3:4]. The catalyst is CN(C=O)C. The product is [C:3]([NH:6][C:7]1[C:8]2[NH:32][C:33](=[O:36])[CH2:34][N:14]3[C:15]4[CH:16]=[C:17]([C:28]([O:30][CH3:31])=[O:29])[CH:18]=[CH:19][C:20]=4[C:21]([CH:22]4[CH2:27][CH2:26][CH2:25][CH2:24][CH2:23]4)=[C:13]3[C:9]=2[CH:10]=[CH:11][CH:12]=1)(=[O:5])[CH3:4]. The yield is 0.940. (4) The reactants are [CH3:1][C:2]1[CH:11]=[CH:10][C:9]2[C:4](=[CH:5][CH:6]=[C:7]3[O:15][CH2:14][CH:13]([CH2:16][OH:17])[O:12][C:8]3=2)[N:3]=1.[S:18](Cl)([C:21]1[CH:27]=[CH:26][C:24]([CH3:25])=[CH:23][CH:22]=1)(=[O:20])=[O:19].C(N(CC)CC)C.C(Cl)(Cl)Cl. The catalyst is C(Cl)Cl.O. The product is [CH3:25][C:24]1[CH:26]=[CH:27][C:21]([S:18]([O:17][CH2:16][CH:13]2[O:12][C:8]3=[C:9]4[C:4](=[CH:5][CH:6]=[C:7]3[O:15][CH2:14]2)[N:3]=[C:2]([CH3:1])[CH:11]=[CH:10]4)(=[O:20])=[O:19])=[CH:22][CH:23]=1. The yield is 0.880. (5) The reactants are C(OC(=O)[NH:7][C@H:8]1[CH2:11][C@H:10]([N:12]2[C:16]3[N:17]=[CH:18][N:19]=[CH:20][C:15]=3[C:14]([CH3:22])([CH3:21])[C:13]2=[O:23])[CH2:9]1)(C)(C)C.[ClH:25]. The catalyst is O1CCOCC1. The product is [ClH:25].[NH2:7][C@H:8]1[CH2:11][C@H:10]([N:12]2[C:16]3[N:17]=[CH:18][N:19]=[CH:20][C:15]=3[C:14]([CH3:21])([CH3:22])[C:13]2=[O:23])[CH2:9]1. The yield is 0.860. (6) The reactants are [C:1]([O:5][C:6]([N:8]1[CH2:13][CH2:12][NH:11][CH2:10][CH2:9]1)=[O:7])([CH3:4])([CH3:3])[CH3:2].[Cl:14][C:15]1[CH:16]=[C:17]([CH:20]=[CH:21][CH:22]=1)[CH:18]=O.CC(O)=O.[BH-](OC(C)=O)(OC(C)=O)OC(C)=O.[Na+].[OH-].[Na+]. The catalyst is ClC(Cl)C.CCOC(C)=O. The product is [C:1]([O:5][C:6]([N:8]1[CH2:13][CH2:12][N:11]([CH2:18][C:17]2[CH:20]=[CH:21][CH:22]=[C:15]([Cl:14])[CH:16]=2)[CH2:10][CH2:9]1)=[O:7])([CH3:4])([CH3:2])[CH3:3]. The yield is 0.870. (7) The reactants are [Cl:1][C:2]1[N:7]=[CH:6][C:5]([S:8]([N:11]2[C:15]([C:16]3[CH:21]=[CH:20][CH:19]=[CH:18][CH:17]=3)=[CH:14][C:13]([CH:22]=O)=[CH:12]2)(=[O:10])=[O:9])=[CH:4][C:3]=1[CH3:24].[CH3:25][NH2:26].[BH4-].[Na+].[C:29](=[O:32])([O-])[OH:30].[Na+]. The catalyst is O1CCCC1.CO.O. The product is [C:3]([O:30][C:29](=[O:32])[N:26]([CH2:22][C:13]1[CH:14]=[C:15]([C:16]2[CH:21]=[CH:20][CH:19]=[CH:18][CH:17]=2)[N:11]([S:8]([C:5]2[CH:6]=[N:7][C:2]([Cl:1])=[C:3]([CH3:24])[CH:4]=2)(=[O:10])=[O:9])[CH:12]=1)[CH3:25])([CH3:24])([CH3:4])[CH3:2]. The yield is 0.770.